From a dataset of Forward reaction prediction with 1.9M reactions from USPTO patents (1976-2016). Predict the product of the given reaction. (1) The product is: [F:28][C:29]1[C:34]([O:35][CH3:36])=[CH:33][CH:32]=[CH:31][C:30]=1[C:37]1[O:41][N:40]=[C:39]([CH2:42][CH2:43][C@@:44]([CH3:52])([S:48]([CH3:51])(=[O:50])=[O:49])[C:45]([NH:60][O:59][CH:54]2[CH2:55][CH2:56][CH2:57][CH2:58][O:53]2)=[O:46])[CH:38]=1. Given the reactants C(N(C(C)C)C(C)C)C.C(P1(=O)OP(CCC)(=O)OP(CCC)(=O)O1)CC.[F:28][C:29]1[C:34]([O:35][CH3:36])=[CH:33][CH:32]=[CH:31][C:30]=1[C:37]1[O:41][N:40]=[C:39]([CH2:42][CH2:43][C@@:44]([CH3:52])([S:48]([CH3:51])(=[O:50])=[O:49])[C:45](O)=[O:46])[CH:38]=1.[O:53]1[CH2:58][CH2:57][CH2:56][CH2:55][CH:54]1[O:59][NH2:60], predict the reaction product. (2) Given the reactants [NH2:1][C:2]1[C:7]([C:8]#N)=[C:6]([CH3:10])[N:5]=[C:4]([O:11][CH3:12])[N:3]=1.S(=O)(=O)(O)[OH:14], predict the reaction product. The product is: [NH2:1][C:2]1[C:7]([CH:8]=[O:14])=[C:6]([CH3:10])[N:5]=[C:4]([O:11][CH3:12])[N:3]=1.